Dataset: Forward reaction prediction with 1.9M reactions from USPTO patents (1976-2016). Task: Predict the product of the given reaction. (1) Given the reactants [Cl:1][CH2:2][CH2:3][CH2:4][O:5][C:6]1[CH:11]=[CH:10][C:9]([C:12]2[CH:17]=[CH:16][N+:15]([O-:18])=[CH:14][CH:13]=2)=[CH:8][CH:7]=1.C(=O)([O-])[O-].[K+].[K+].C(O)(=O)C(C1C=CC=CC=1)O.[CH3:36][C@H:37]1[CH2:42][CH2:41][CH2:40][NH:39][CH2:38]1.Cl, predict the reaction product. The product is: [ClH:1].[CH3:36][C@H:37]1[CH2:42][CH2:41][CH2:40][N:39]([CH2:2][CH2:3][CH2:4][O:5][C:6]2[CH:11]=[CH:10][C:9]([C:12]3[CH:17]=[CH:16][N+:15]([O-:18])=[CH:14][CH:13]=3)=[CH:8][CH:7]=2)[CH2:38]1. (2) Given the reactants C[O:2][C:3]1[C:8]([N:9]2[C:13](=[O:14])[C:12]3=[CH:15][CH:16]=[CH:17][CH:18]=[C:11]3[C:10]2=[O:19])=[CH:7][CH:6]=[C:5]([O:20]C)[N:4]=1.[BrH:22].CCOCC, predict the reaction product. The product is: [BrH:22].[O:19]=[C:10]1[C:11]2[C:12](=[CH:15][CH:16]=[CH:17][CH:18]=2)[C:13](=[O:14])[N:9]1[C:8]1[C:3]([OH:2])=[N:4][C:5]([OH:20])=[CH:6][CH:7]=1. (3) Given the reactants [CH:1]([C:4]1[C:8]([CH2:9][CH2:10][CH2:11][CH2:12][OH:13])=[CH:7][N:6]([C:14]2[CH:19]=[CH:18][C:17]([C:20]([F:23])([F:22])[F:21])=[CH:16][N:15]=2)[N:5]=1)([CH3:3])[CH3:2].O[C:25]1[CH:29]=[C:28]([CH2:30][CH2:31][C:32]([O:34]CC)=[O:33])[N:27]([C:37]2[CH:42]=[CH:41][CH:40]=[CH:39][CH:38]=2)[N:26]=1.C(P(CCCC)CCCC)CCC.N(C(N1CCCCC1)=O)=NC(N1CCCCC1)=O, predict the reaction product. The product is: [CH:1]([C:4]1[C:8]([CH2:9][CH2:10][CH2:11][CH2:12][O:13][C:25]2[CH:29]=[C:28]([CH2:30][CH2:31][C:32]([OH:34])=[O:33])[N:27]([C:37]3[CH:42]=[CH:41][CH:40]=[CH:39][CH:38]=3)[N:26]=2)=[CH:7][N:6]([C:14]2[CH:19]=[CH:18][C:17]([C:20]([F:22])([F:21])[F:23])=[CH:16][N:15]=2)[N:5]=1)([CH3:3])[CH3:2]. (4) Given the reactants Cl[CH2:2][C:3]([NH:5][C:6]1[CH:7]=[N:8][C:9]([O:12][C:13]2[CH:14]=[C:15]3[C:20](=[CH:21][CH:22]=2)[O:19][CH:18]([C:23]2[CH:28]=[CH:27][CH:26]=[CH:25][CH:24]=2)[CH2:17][CH2:16]3)=[CH:10][CH:11]=1)=[O:4].C(=O)([O-])[O-].[K+].[K+].[NH:35]1[CH2:39][CH2:38][CH2:37][CH2:36]1.O, predict the reaction product. The product is: [C:23]1([CH:18]2[CH2:17][CH2:16][C:15]3[C:20](=[CH:21][CH:22]=[C:13]([O:12][C:9]4[N:8]=[CH:7][C:6]([NH:5][C:3](=[O:4])[CH2:2][N:35]5[CH2:39][CH2:38][CH2:37][CH2:36]5)=[CH:11][CH:10]=4)[CH:14]=3)[O:19]2)[CH:28]=[CH:27][CH:26]=[CH:25][CH:24]=1. (5) Given the reactants [F:1][C:2]([F:13])([F:12])[C:3]1[CH:8]=[CH:7][C:6](B(O)O)=[CH:5][CH:4]=1.C1(P(C2C=CC=CC=2)C2C=CC=CC=2)C=CC=CC=1.Cl[C:34]1[CH:39]=[CH:38][N+:37]([O-:40])=[CH:36][CH:35]=1, predict the reaction product. The product is: [F:1][C:2]([F:13])([F:12])[C:3]1[CH:8]=[CH:7][C:6]([C:34]2[CH:39]=[CH:38][N+:37]([O-:40])=[CH:36][CH:35]=2)=[CH:5][CH:4]=1. (6) Given the reactants [C:1]([O:5][C:6](=[O:22])[NH:7][CH2:8][C:9]#[C:10][C:11]1[CH:20]=[C:19]2[C:14]([C:15](=[O:21])[NH:16][CH:17]=[N:18]2)=[CH:13][CH:12]=1)([CH3:4])([CH3:3])[CH3:2], predict the reaction product. The product is: [C:1]([O:5][C:6](=[O:22])[NH:7][CH2:8][CH2:9][CH2:10][C:11]1[CH:20]=[C:19]2[C:14]([C:15](=[O:21])[NH:16][CH:17]=[N:18]2)=[CH:13][CH:12]=1)([CH3:4])([CH3:2])[CH3:3]. (7) Given the reactants [CH3:1][C:2]1[C:6]2[CH:7]=[CH:8][C:9]([C:11]([F:14])([F:13])[F:12])=[CH:10][C:5]=2[O:4][C:3]=1[CH:15]([CH2:22][CH2:23][CH2:24][CH3:25])[CH2:16][C:17](OCC)=[O:18].[H-].C([Al+]CC(C)C)C(C)C.O, predict the reaction product. The product is: [CH3:1][C:2]1[C:6]2[CH:7]=[CH:8][C:9]([C:11]([F:14])([F:12])[F:13])=[CH:10][C:5]=2[O:4][C:3]=1[CH:15]([CH2:22][CH2:23][CH2:24][CH3:25])[CH2:16][CH2:17][OH:18].